Dataset: Full USPTO retrosynthesis dataset with 1.9M reactions from patents (1976-2016). Task: Predict the reactants needed to synthesize the given product. (1) Given the product [CH:1]1([NH:4][C:5](=[O:33])[C:6]2[CH:11]=[C:10]([N:12]3[CH:17]=[CH:16][N:15]=[C:14]([NH:18][C@@H:19]([C:24]4[CH:29]=[CH:28][CH:27]=[CH:26][CH:25]=4)[C@@H:20]([CH3:23])[CH2:21][N:34]4[CH2:39][CH2:38][CH2:37][CH2:36][CH2:35]4)[C:13]3=[O:30])[C:9]([CH3:31])=[C:8]([F:32])[CH:7]=2)[CH2:3][CH2:2]1, predict the reactants needed to synthesize it. The reactants are: [CH:1]1([NH:4][C:5](=[O:33])[C:6]2[CH:11]=[C:10]([N:12]3[CH:17]=[CH:16][N:15]=[C:14]([NH:18][C@@H:19]([C:24]4[CH:29]=[CH:28][CH:27]=[CH:26][CH:25]=4)[C@@H:20]([CH3:23])[CH:21]=O)[C:13]3=[O:30])[C:9]([CH3:31])=[C:8]([F:32])[CH:7]=2)[CH2:3][CH2:2]1.[NH:34]1[CH2:39][CH2:38][CH2:37][CH2:36][CH2:35]1. (2) Given the product [P:41]([O-:45])([O-:44])([O-:43])=[O:42].[S:40]1[CH2:35][C:36](=[O:16])[CH:38]=[N:39]1, predict the reactants needed to synthesize it. The reactants are: C1C(SSC2C=CC([N+]([O-])=[O:16])=C(C(O)=O)C=2)=CC(C(O)=O)=C([N+]([O-])=O)C=1.CCCCCCCC[N:35]1[S:40][CH:39]=[CH:38][C:36]1=O.[P:41]([O-:45])([O-:44])([O-:43])=[O:42]. (3) Given the product [F:32][C:29]1[C:30]([B:12]2[O:16][C:15]([CH3:18])([CH3:17])[C:14]([CH3:20])([CH3:19])[O:13]2)=[CH:31][C:25]2[NH:24][CH:23]([CH3:33])[CH2:22][O:27][C:26]=2[CH:28]=1, predict the reactants needed to synthesize it. The reactants are: CC1C([B:12]2[O:16][C:15]([CH3:18])([CH3:17])[C:14]([CH3:20])([CH3:19])[O:13]2)=CC2NCCOC=2C=1.Br[CH:22]1[O:27][C:26]2[CH:28]=[C:29]([F:32])[CH:30]=[CH:31][C:25]=2[NH:24][CH:23]1[CH3:33]. (4) Given the product [CH2:5]([O:12][C:13]1[CH:14]=[C:15]2[C:19](=[CH:20][CH:21]=1)[NH:18][CH:17]=[C:16]2[C:23](=[O:41])[CH2:24][CH:25]1[CH2:30][CH2:29][N:28]([C:31]([O:33][CH2:34][C:35]2[CH:40]=[CH:39][CH:38]=[CH:37][CH:36]=2)=[O:32])[CH2:27][CH2:26]1)[C:6]1[CH:7]=[CH:8][CH:9]=[CH:10][CH:11]=1, predict the reactants needed to synthesize it. The reactants are: II.CI.[CH2:5]([O:12][C:13]1[CH:14]=[C:15]2[C:19](=[CH:20][CH:21]=1)[NH:18][CH:17]=[CH:16]2)[C:6]1[CH:11]=[CH:10][CH:9]=[CH:8][CH:7]=1.Cl[C:23](=[O:41])[CH2:24][CH:25]1[CH2:30][CH2:29][N:28]([C:31]([O:33][CH2:34][C:35]2[CH:40]=[CH:39][CH:38]=[CH:37][CH:36]=2)=[O:32])[CH2:27][CH2:26]1.Cl.